From a dataset of Reaction yield outcomes from USPTO patents with 853,638 reactions. Predict the reaction yield, written as a fraction of the theoretical maximum amount of product (1.0 means a 100% yield; for example, 0.34 means a 34% yield). (1) The reactants are S1C=C[C:3]([C:6]2C=CC=C[C:7]=2[NH:12]CCCC(OC(C)(C)C)=O)=C1.[S:23]1[CH:27]=[CH:26][C:25](B(O)O)=[CH:24]1.C(=O)([O-])[O-].[K+].[K+].[C:50]1(P([C:50]2[CH:55]=[CH:54][CH:53]=[CH:52][CH:51]=2)[C:50]2[CH:55]=[CH:54][CH:53]=[CH:52][CH:51]=2)[CH:55]=[CH:54][CH:53]=[CH:52][CH:51]=1. The catalyst is O1CCOCC1.O.[Cl-].[Na+].O.C([O-])(=O)C.[Pd+2].C([O-])(=O)C. The product is [S:23]1[CH:27]=[CH:26][C:25]([C:53]2[CH:52]=[CH:51][C:50]([CH:6]([CH3:3])[CH2:7][NH2:12])=[CH:55][CH:54]=2)=[CH:24]1. The yield is 0.600. (2) The reactants are [CH2:1]([C:4]1[CH:9]=[CH:8][C:7]([Cl:10])=[CH:6][CH:5]=1)[CH:2]=[CH2:3].C1C=C(Cl)C=C(C(OO)=[O:19])C=1. The catalyst is C(Cl)Cl. The product is [Cl:10][C:7]1[CH:8]=[CH:9][C:4]([CH2:1][CH:2]2[CH2:3][O:19]2)=[CH:5][CH:6]=1. The yield is 0.770. (3) The reactants are [Cl:1][C:2]1[CH:7]=[CH:6][C:5]([C:8]2([CH3:19])[C:13]3[CH:14]=[CH:15][CH:16]=[CH:17][C:12]=3[NH:11][C:10](=[O:18])[O:9]2)=[CH:4][CH:3]=1.C(O)(=O)C.S(=O)(=O)(O)O.[N+:29]([O-])([OH:31])=[O:30]. The catalyst is [Cl-].[Na+].O. The product is [Cl:1][C:2]1[CH:3]=[CH:4][C:5]([C:8]2([CH3:19])[C:13]3[CH:14]=[C:15]([N+:29]([O-:31])=[O:30])[CH:16]=[CH:17][C:12]=3[NH:11][C:10](=[O:18])[O:9]2)=[CH:6][CH:7]=1. The yield is 0.320. (4) The reactants are [F:1][C:2]1[CH:3]=[C:4]([NH:8][C:9](=[O:36])[CH2:10][C:11]2[NH:15][N:14]=[C:13]([NH:16][C:17]3[C:26]4[C:21](=[CH:22][C:23]([C:27]5[CH:35]=[CH:34][C:30]([C:31]([O-:33])=O)=[CH:29][CH:28]=5)=[CH:24][CH:25]=4)[N:20]=[CH:19][N:18]=3)[CH:12]=2)[CH:5]=[CH:6][CH:7]=1.[Na+].CCN=C=NCCCN(C)C.C1C=CC2N(O)N=NC=2C=1.[CH:59]1([CH2:62][N:63]2[CH2:68][CH2:67][NH:66][CH2:65][CH2:64]2)[CH2:61][CH2:60]1.CCN(C(C)C)C(C)C. The catalyst is CN(C=O)C. The product is [CH:59]1([CH2:62][N:63]2[CH2:68][CH2:67][N:66]([C:31]([C:30]3[CH:34]=[CH:35][C:27]([C:23]4[CH:22]=[C:21]5[C:26]([C:17]([NH:16][C:13]6[CH:12]=[C:11]([CH2:10][C:9]([NH:8][C:4]7[CH:5]=[CH:6][CH:7]=[C:2]([F:1])[CH:3]=7)=[O:36])[NH:15][N:14]=6)=[N:18][CH:19]=[N:20]5)=[CH:25][CH:24]=4)=[CH:28][CH:29]=3)=[O:33])[CH2:65][CH2:64]2)[CH2:61][CH2:60]1. The yield is 0.160. (5) The reactants are [Cl:1][C:2]1[CH:3]=[C:4]([N:8]2[C:13](=[O:14])[C:12](OS(C3C=CC(C)=CC=3)(=O)=O)=[C:11]([C:26]3[CH:31]=[CH:30][C:29]([S:32]([CH3:35])(=[O:34])=[O:33])=[CH:28][CH:27]=3)[CH:10]=[N:9]2)[CH:5]=[CH:6][CH:7]=1.[CH:36]1([Mg]Cl)[CH2:40][CH2:39][CH2:38][CH2:37]1.O. The catalyst is C1COCC1. The product is [Cl:1][C:2]1[CH:3]=[C:4]([N:8]2[C:13](=[O:14])[C:12]([CH:36]3[CH2:40][CH2:39][CH2:38][CH2:37]3)=[C:11]([C:26]3[CH:27]=[CH:28][C:29]([S:32]([CH3:35])(=[O:33])=[O:34])=[CH:30][CH:31]=3)[CH:10]=[N:9]2)[CH:5]=[CH:6][CH:7]=1. The yield is 0.940.